Dataset: Full USPTO retrosynthesis dataset with 1.9M reactions from patents (1976-2016). Task: Predict the reactants needed to synthesize the given product. (1) Given the product [CH:24]([N:21]1[CH2:22][CH2:23][N:18]([C:15]2[CH:16]=[CH:17][C:12]([NH:11][C:5]3[C:6]4[N:7]([N:8]=[CH:9][N:10]=4)[C:2]([C:41]4[CH:46]=[CH:45][N:44]=[C:43]([CH2:47][O:48][C:49](=[O:51])[CH3:50])[CH:42]=4)=[CH:3][N:4]=3)=[CH:13][CH:14]=2)[CH2:19][CH2:20]1)([CH3:26])[CH3:25], predict the reactants needed to synthesize it. The reactants are: Br[C:2]1[N:7]2[N:8]=[CH:9][N:10]=[C:6]2[C:5]([NH:11][C:12]2[CH:17]=[CH:16][C:15]([N:18]3[CH2:23][CH2:22][N:21]([CH:24]([CH3:26])[CH3:25])[CH2:20][CH2:19]3)=[CH:14][CH:13]=2)=[N:4][CH:3]=1.C(=O)([O-])[O-].[K+].[K+].CC1(C)C(C)(C)OB([C:41]2[CH:46]=[CH:45][N:44]=[C:43]([CH2:47][O:48][C:49](=[O:51])[CH3:50])[CH:42]=2)O1. (2) Given the product [N:10]1[CH:15]=[C:14]([CH3:16])[CH:13]=[C:12]([CH3:17])[C:11]=1[CH3:2], predict the reactants needed to synthesize it. The reactants are: O=[CH:2]C(=C)C.N.[Al].[P].[B].[N:10]1[CH:15]=[C:14]([CH3:16])[CH:13]=[C:12]([CH3:17])[CH:11]=1. (3) Given the product [OH:3][C:4]1([CH3:32])[CH2:5][CH2:6][N:7]([C:10]2[N:15]=[C:14]([C:16]([NH:18][C:19]3[C:20]([CH3:30])=[C:21]([CH:26]=[CH:27][C:28]=3[CH3:29])[C:22]([OH:24])=[O:23])=[O:17])[C:13]([CH3:31])=[CH:12][CH:11]=2)[CH2:8][CH2:9]1, predict the reactants needed to synthesize it. The reactants are: [OH-].[Na+].[OH:3][C:4]1([CH3:32])[CH2:9][CH2:8][N:7]([C:10]2[N:15]=[C:14]([C:16]([NH:18][C:19]3[C:20]([CH3:30])=[C:21]([CH:26]=[CH:27][C:28]=3[CH3:29])[C:22]([O:24]C)=[O:23])=[O:17])[C:13]([CH3:31])=[CH:12][CH:11]=2)[CH2:6][CH2:5]1.CO. (4) Given the product [Cl:1][C:2]1[CH:3]=[CH:4][C:5]([C:8]2[C:14]3[C:15]([CH3:19])=[C:16]([CH3:18])[S:17][C:13]=3[NH:12][C:32](=[O:34])[C:28]3([CH2:29][CH2:30][CH2:31]3)[N:27]=2)=[CH:6][CH:7]=1, predict the reactants needed to synthesize it. The reactants are: [Cl:1][C:2]1[CH:7]=[CH:6][C:5]([C:8]2[C:14]3[C:15]([CH3:19])=[C:16]([CH3:18])[S:17][C:13]=3[N:12]3C(C)=NN=C3C(C)(C)N=2)=[CH:4][CH:3]=1.Cl.[NH2:27][C:28]1([C:32]([O:34]CC)=O)[CH2:31][CH2:30][CH2:29]1. (5) Given the product [CH3:32][C:31]1[CH:33]=[CH:34][C:28]([S:25]([O:1][CH2:2][C@@H:3]2[CH2:7][CH2:6][CH2:5][N:4]2[C:8]([O:10][CH2:11][C:12]2[CH:17]=[CH:16][CH:15]=[CH:14][CH:13]=2)=[O:9])(=[O:27])=[O:26])=[CH:29][CH:30]=1, predict the reactants needed to synthesize it. The reactants are: [OH:1][CH2:2][C@@H:3]1[CH2:7][CH2:6][CH2:5][N:4]1[C:8]([O:10][CH2:11][C:12]1[CH:17]=[CH:16][CH:15]=[CH:14][CH:13]=1)=[O:9].CCN(CC)CC.[S:25](Cl)([C:28]1[CH:34]=[CH:33][C:31]([CH3:32])=[CH:30][CH:29]=1)(=[O:27])=[O:26].C(OCC)C. (6) Given the product [CH3:17][C:15]1[CH:16]=[C:11]([C:8]2[S:7][C:6]([C:2]3([NH:1][S:37]([CH3:36])(=[O:39])=[O:38])[CH2:3][O:4][CH2:5]3)=[N:10][CH:9]=2)[CH:12]=[C:13]([NH:18][C:19]2[N:24]=[C:23]([C:25]([F:28])([F:27])[F:26])[CH:22]=[CH:21][N:20]=2)[CH:14]=1, predict the reactants needed to synthesize it. The reactants are: [NH2:1][C:2]1([C:6]2[S:7][C:8]([C:11]3[CH:12]=[C:13]([NH:18][C:19]4[N:24]=[C:23]([C:25]([F:28])([F:27])[F:26])[CH:22]=[CH:21][N:20]=4)[CH:14]=[C:15]([CH3:17])[CH:16]=3)=[CH:9][N:10]=2)[CH2:5][O:4][CH2:3]1.CCN(CC)CC.[CH3:36][S:37](Cl)(=[O:39])=[O:38].